Dataset: Reaction yield outcomes from USPTO patents with 853,638 reactions. Task: Predict the reaction yield, written as a fraction of the theoretical maximum amount of product (1.0 means a 100% yield; for example, 0.34 means a 34% yield). (1) The reactants are [I:1][C:2]1[CH:3]=[C:4]([OH:8])[CH:5]=[CH:6][CH:7]=1.[C:9]([Si:13](Cl)([CH3:15])[CH3:14])([CH3:12])([CH3:11])[CH3:10]. The catalyst is CN(C)C=O. The product is [C:9]([Si:13]([O:8][C:4]1[CH:5]=[CH:6][CH:7]=[C:2]([I:1])[CH:3]=1)([CH3:15])[CH3:14])([CH3:12])([CH3:11])[CH3:10]. The yield is 0.800. (2) The reactants are [F:1][C:2]1[C:3](=[N:17][NH2:18])[N:4]=[C:5]([S:15][CH3:16])[NH:6][C:7]=1[NH:8][CH2:9][C:10]1[S:11][CH:12]=[CH:13][N:14]=1.[CH:19]1([CH2:24][C@H:25]([CH2:29][N:30]([CH:38]=[O:39])[O:31][CH:32]2[CH2:37][CH2:36][CH2:35][CH2:34][O:33]2)[C:26](O)=[O:27])[CH2:23][CH2:22][CH2:21][CH2:20]1.CN1CCOCC1.C1C=NC2N(O)N=NC=2C=1.C(Cl)CCl. The catalyst is CN(C=O)C. The product is [CH:19]1([CH2:24][C@@H:25]([C:26]([NH:18][NH:17][C:3]2[C:2]([F:1])=[C:7]([NH:8][CH2:9][C:10]3[S:11][CH:12]=[CH:13][N:14]=3)[N:6]=[C:5]([S:15][CH3:16])[N:4]=2)=[O:27])[CH2:29][N:30]([O:31][CH:32]2[CH2:37][CH2:36][CH2:35][CH2:34][O:33]2)[CH:38]=[O:39])[CH2:23][CH2:22][CH2:21][CH2:20]1. The yield is 0.570. (3) The reactants are [Cl-].O[NH3+:3].[C:4](=[O:7])([O-])[OH:5].[Na+].CS(C)=O.[CH2:13]([C:17]1[N:18]=[C:19]([CH3:49])[N:20]([C:40]2[CH:41]=[CH:42][C:43]3[O:47][CH2:46][CH2:45][C:44]=3[CH:48]=2)[C:21](=[O:39])[C:22]=1[CH2:23][C:24]1[CH:29]=[CH:28][C:27]([C:30]2[C:31]([C:36]#[N:37])=[CH:32][CH:33]=[CH:34][CH:35]=2)=[CH:26][C:25]=1[F:38])[CH2:14][CH2:15][CH3:16]. The catalyst is O.C(OCC)(=O)C. The product is [CH2:13]([C:17]1[N:18]=[C:19]([CH3:49])[N:20]([C:40]2[CH:41]=[CH:42][C:43]3[O:47][CH2:46][CH2:45][C:44]=3[CH:48]=2)[C:21](=[O:39])[C:22]=1[CH2:23][C:24]1[CH:29]=[CH:28][C:27]([C:30]2[CH:35]=[CH:34][CH:33]=[CH:32][C:31]=2[C:36]2[NH:3][C:4](=[O:7])[O:5][N:37]=2)=[CH:26][C:25]=1[F:38])[CH2:14][CH2:15][CH3:16]. The yield is 0.600. (4) The reactants are [C:1]([OH:8])(=[O:7])[CH2:2][CH2:3][C:4](O)=O.ClC1C=CC2CCNCCC=2C=1SCCCC(=O)NC.[C:29]([O:33][C:34]([N:36]1[CH2:42][CH2:41][C:40]2[C:43]([S:48]CCCC(=O)NC)=[C:44]([Cl:47])[CH:45]=[CH:46][C:39]=2[CH2:38][CH2:37]1)=[O:35])([CH3:32])([CH3:31])[CH3:30].C(O)(C(F)(F)F)=O. The catalyst is ClCCl. The product is [C:29]([O:33][C:34]([N:36]1[CH2:42][CH2:41][C:40]2[C:43]([S:48][CH2:4][CH2:3][CH2:2][C:1]([OH:8])=[O:7])=[C:44]([Cl:47])[CH:45]=[CH:46][C:39]=2[CH2:38][CH2:37]1)=[O:35])([CH3:32])([CH3:30])[CH3:31]. The yield is 0.720. (5) The reactants are Cl[C:2](OCC)=[O:3].[NH2:7][N:8]1[CH:12]=[CH:11][CH:10]=[C:9]1[C:13]([NH2:15])=[O:14].N1C=CC=CC=1. The catalyst is O1CCOCC1. The product is [NH:7]1[C:2](=[O:3])[NH:15][C:13](=[O:14])[C:9]2=[CH:10][CH:11]=[CH:12][N:8]12. The yield is 0.630.